Dataset: Forward reaction prediction with 1.9M reactions from USPTO patents (1976-2016). Task: Predict the product of the given reaction. (1) Given the reactants [Cl:1][C:2]1[CH:3]=[C:4]([S:9][C:10]2[NH:11][C:12]3[C:17]([N:18]=2)=[C:16]([NH2:19])[N:15]=[C:14]([F:20])[N:13]=3)[CH:5]=[C:6]([Cl:8])[CH:7]=1.C([O-])([O-])=O.[Cs+].[Cs+].[Br:27][CH2:28][CH2:29][CH2:30]Br, predict the reaction product. The product is: [Br:27][CH2:28][CH2:29][CH2:30][N:11]1[C:10]([S:9][C:4]2[CH:3]=[C:2]([Cl:1])[CH:7]=[C:6]([Cl:8])[CH:5]=2)=[N:18][C:17]2[C:12]1=[N:13][C:14]([F:20])=[N:15][C:16]=2[NH2:19]. (2) Given the reactants [Cl:1][CH2:2][C:3](Cl)=[O:4].C(N(C(C)C)CC)(C)C.[NH:15]1[C:23]2[C:18](=[CH:19][CH:20]=[CH:21][C:22]=2[CH2:24][NH:25][CH2:26][CH2:27][CH3:28])[CH:17]=[CH:16]1, predict the reaction product. The product is: [NH:15]1[C:23]2[C:18](=[CH:19][CH:20]=[CH:21][C:22]=2[CH2:24][N:25]([CH2:26][CH2:27][CH3:28])[C:3](=[O:4])[CH2:2][Cl:1])[CH:17]=[CH:16]1. (3) Given the reactants [CH3:1][O:2][C:3]1[C:8]([O:9][CH3:10])=[CH:7][N:6]=[C:5]([NH2:11])[N:4]=1.CCN(C(C)C)C(C)C.[Cl:21][CH2:22][C:23](Cl)=[O:24], predict the reaction product. The product is: [Cl:21][CH2:22][C:23]([NH:11][C:5]1[N:4]=[C:3]([O:2][CH3:1])[C:8]([O:9][CH3:10])=[CH:7][N:6]=1)=[O:24]. (4) The product is: [Br:5][C:6]1[CH:7]=[C:8]2[C:14]([C:18](=[O:19])[CH2:17][Cl:16])=[C:13]([CH3:15])[NH:12][C:9]2=[N:10][CH:11]=1. Given the reactants [Al+3].[Cl-].[Cl-].[Cl-].[Br:5][C:6]1[CH:7]=[C:8]2[CH:14]=[C:13]([CH3:15])[NH:12][C:9]2=[N:10][CH:11]=1.[Cl:16][CH2:17][C:18](Cl)=[O:19], predict the reaction product.